Dataset: Full USPTO retrosynthesis dataset with 1.9M reactions from patents (1976-2016). Task: Predict the reactants needed to synthesize the given product. Given the product [Cl:15][C:13]1[CH:14]=[C:9]([OH:8])[C:10]2[N:11]([N:16]=[CH:17][C:18]=2[CH3:19])[CH:12]=1, predict the reactants needed to synthesize it. The reactants are: C([O:8][C:9]1[C:10]2[N:11]([N:16]=[CH:17][C:18]=2[CH2:19]O)[CH:12]=[C:13]([Cl:15])[CH:14]=1)C1C=CC=CC=1.C([SiH](CC)CC)C.